Dataset: Catalyst prediction with 721,799 reactions and 888 catalyst types from USPTO. Task: Predict which catalyst facilitates the given reaction. Reactant: [CH3:1][C:2]([CH3:36])([CH2:5][C@@:6]1([C:30]2[CH:35]=[CH:34][CH:33]=[CH:32][CH:31]=2)[O:11][C:10](=[O:12])[N:9]([C@H:13]([C:15]2[CH:20]=[CH:19][C:18](B3OC(C)(C)C(C)(C)O3)=[CH:17][CH:16]=2)[CH3:14])[CH2:8][CH2:7]1)[C:3]#[N:4].Cl[C:38]1[CH:39]=[CH:40][C:41](=[O:44])[NH:42][N:43]=1.C([O-])([O-])=O.[Cs+].[Cs+]. Product: [CH3:1][C:2]([CH3:36])([CH2:5][C@@:6]1([C:30]2[CH:31]=[CH:32][CH:33]=[CH:34][CH:35]=2)[O:11][C:10](=[O:12])[N:9]([C@H:13]([C:15]2[CH:16]=[CH:17][C:18]([C:38]3[CH:39]=[CH:40][C:41](=[O:44])[NH:42][N:43]=3)=[CH:19][CH:20]=2)[CH3:14])[CH2:8][CH2:7]1)[C:3]#[N:4]. The catalyst class is: 551.